From a dataset of Catalyst prediction with 721,799 reactions and 888 catalyst types from USPTO. Predict which catalyst facilitates the given reaction. (1) Reactant: [N+:1]([C:4]1[CH:21]=[C:20]2[C:7]([CH2:8][C@:9]3([CH2:19]2)[C:17]2[C:12](=[N:13][CH:14]=[CH:15][CH:16]=2)[NH:11][C:10]3=[O:18])=[CH:6][C:5]=1[CH2:22][C:23](O)=[O:24])([O-:3])=[O:2].B. Product: [OH:24][CH2:23][CH2:22][C:5]1[CH:6]=[C:7]2[C:20](=[CH:21][C:4]=1[N+:1]([O-:3])=[O:2])[CH2:19][C@:9]1([C:17]3[C:12](=[N:13][CH:14]=[CH:15][CH:16]=3)[NH:11][C:10]1=[O:18])[CH2:8]2. The catalyst class is: 1. (2) Reactant: N[C:2]1[CH:11]=[CH:10][CH:9]=[C:8]2[C:3]=1[CH:4]=[CH:5][C:6]([S:12]([OH:15])(=[O:14])=[O:13])=[CH:7]2.N([O-])=O.[Na+].NC(N)=O.N([O-])=O.[BrH:27]. Product: [Br:27][C:2]1[CH:11]=[CH:10][CH:9]=[C:8]2[C:3]=1[CH:4]=[CH:5][C:6]([S:12]([OH:15])(=[O:14])=[O:13])=[CH:7]2. The catalyst class is: 611.